This data is from Reaction yield outcomes from USPTO patents with 853,638 reactions. The task is: Predict the reaction yield, written as a fraction of the theoretical maximum amount of product (1.0 means a 100% yield; for example, 0.34 means a 34% yield). (1) The reactants are [C:1]([C:3]1[CH:8]=[CH:7][CH:6]=[CH:5][C:4]=1[C:9]1[CH:14]=[CH:13][C:12]([CH2:15][C:16]2[C:17](=[O:42])[N:18]([C@H:28]3[CH2:33][CH2:32][C@H:31]([O:34][CH2:35][C:36](N(OC)C)=[O:37])[CH2:30][CH2:29]3)[C:19]3[N:20]([N:25]=[CH:26][CH:27]=3)[C:21]=2[CH2:22][CH2:23][CH3:24])=[CH:11][CH:10]=1)#[N:2].[CH:43]1([Mg]Br)[CH2:45][CH2:44]1.C(OCC)(=O)C. The catalyst is O1CCCC1. The product is [CH:43]1([CH:36]([OH:37])[CH2:35][O:34][C@H:31]2[CH2:30][CH2:29][C@H:28]([N:18]3[C:17](=[O:42])[C:16]([CH2:15][C:12]4[CH:13]=[CH:14][C:9]([C:4]5[C:3]([C:1]#[N:2])=[CH:8][CH:7]=[CH:6][CH:5]=5)=[CH:10][CH:11]=4)=[C:21]([CH2:22][CH2:23][CH3:24])[N:20]4[N:25]=[CH:26][CH:27]=[C:19]34)[CH2:33][CH2:32]2)[CH2:45][CH2:44]1. The yield is 0.810. (2) The reactants are [I:1][C:2]1[C:20]([C:21]([O:23]CC)=[O:22])=[C:5]2[CH2:6][N:7]([C:13]([O:15][C:16]([CH3:19])([CH3:18])[CH3:17])=[O:14])[C@@H:8]3[CH2:12][O:11][CH2:10][C@@H:9]3[N:4]2[N:3]=1.[OH-].[Na+]. The catalyst is C1COCC1.O. The product is [C:16]([O:15][C:13]([N:7]1[C@@H:8]2[CH2:12][O:11][CH2:10][C@@H:9]2[N:4]2[N:3]=[C:2]([I:1])[C:20]([C:21]([OH:23])=[O:22])=[C:5]2[CH2:6]1)=[O:14])([CH3:19])([CH3:17])[CH3:18]. The yield is 0.510.